Predict the reactants needed to synthesize the given product. From a dataset of Full USPTO retrosynthesis dataset with 1.9M reactions from patents (1976-2016). (1) Given the product [C:13]1([C:23]2[CH:28]=[CH:27][CH:26]=[CH:25][CH:24]=2)[CH:18]=[CH:17][CH:16]=[C:15]([CH:19]([CH2:32][C:31]([CH3:33])=[CH2:30])[C:20]([OH:22])=[O:21])[CH:14]=1, predict the reactants needed to synthesize it. The reactants are: C(NC(C)C)(C)C.[Li]CCCC.[C:13]1([C:23]2[CH:28]=[CH:27][CH:26]=[CH:25][CH:24]=2)[CH:18]=[CH:17][CH:16]=[C:15]([CH2:19][C:20]([OH:22])=[O:21])[CH:14]=1.Br[CH2:30][C:31]([CH3:33])=[CH2:32]. (2) Given the product [I:24][C:25]1[CH:30]=[CH:29][C:28](/[C:18](/[C:15]2[CH:14]=[CH:13][C:12]([C:11]([F:22])([F:23])[F:10])=[CH:17][CH:16]=2)=[CH:19]\[CH2:20][OH:21])=[CH:27][CH:26]=1, predict the reactants needed to synthesize it. The reactants are: C[O-].[Na+].[H-].[Al+3].[Li+].[H-].[H-].[H-].[F:10][C:11]([F:23])([F:22])[C:12]1[CH:17]=[CH:16][C:15]([C:18]#[C:19][CH2:20][OH:21])=[CH:14][CH:13]=1.[I:24][C:25]1[CH:30]=[CH:29][C:28](I)=[CH:27][CH:26]=1.O1C=CC=C1P(C1OC=CC=1)C1OC=CC=1. (3) Given the product [CH:34]([C:28]1[CH:27]=[C:26]([CH:31]=[CH:30][C:29]=1[OH:32])[O:25][C:21]1[C:20]([Cl:38])=[CH:19][C:18]([N:6]([CH2:5][C:4]([OH:39])=[O:3])[C:7]([O:9][C:10]2[CH:11]=[CH:12][C:13]([OH:16])=[CH:14][CH:15]=2)=[O:8])=[CH:23][C:22]=1[Cl:24])([CH2:36][CH3:37])[CH3:35], predict the reactants needed to synthesize it. The reactants are: C([O:3][C:4](=[O:39])[CH2:5][N:6]([C:18]1[CH:23]=[C:22]([Cl:24])[C:21]([O:25][C:26]2[CH:31]=[CH:30][C:29]([O:32]C)=[C:28]([CH:34]([CH2:36][CH3:37])[CH3:35])[CH:27]=2)=[C:20]([Cl:38])[CH:19]=1)[C:7]([O:9][C:10]1[CH:15]=[CH:14][C:13]([O:16]C)=[CH:12][CH:11]=1)=[O:8])C.B(Br)(Br)Br.